This data is from Reaction yield outcomes from USPTO patents with 853,638 reactions. The task is: Predict the reaction yield, written as a fraction of the theoretical maximum amount of product (1.0 means a 100% yield; for example, 0.34 means a 34% yield). (1) The reactants are [C@@H:1]1([OH:8])[CH2:6][CH2:5][CH2:4][CH2:3][C@H:2]1[OH:7].[C:9](=O)(OC)[O:10]C.C[O-].[Na+]. No catalyst specified. The product is [O:7]1[CH:2]2[CH2:3][CH2:4][CH2:5][CH2:6][CH:1]2[O:8][C:9]1=[O:10]. The yield is 0.930. (2) The reactants are Cl[C:2]1[C:11]([C:12]#[N:13])=[CH:10][C:9]2[CH2:8][CH2:7][CH2:6][CH2:5][C:4]=2[N:3]=1.C(=O)([O-])[O-].[K+].[K+].[C@@H:20]1(N)[CH2:25][CH2:24][CH2:23][CH2:22][C@H:21]1[NH2:26].[CH:28]1(NCC)CCC[CH2:29]1. The catalyst is O1CCOCC1.[Cu]I. The product is [CH:22]1([CH2:21][N:26]([CH2:28][CH3:29])[C:2]2[C:11]([C:12]#[N:13])=[CH:10][C:9]3[CH2:8][CH2:7][CH2:6][CH2:5][C:4]=3[N:3]=2)[CH2:23][CH2:24][CH2:25][CH2:20]1. The yield is 0.100. (3) The reactants are C1(P(C2CCCCC2)C2CCCCC2)CCCCC1.N#N.[CH3:37][C:32]1([CH3:38])[C:33]([CH3:36])([CH3:35])[O:34][B:30]([B:30]2[O:34][C:33]([CH3:36])([CH3:35])[C:32]([CH3:38])([CH3:37])[O:31]2)[O:31]1.C([O-])(=O)C.[K+].Br[C:46]1[C:54]2[C:49](=[CH:50][C:51]([C:55]#[N:56])=[CH:52][CH:53]=2)[NH:48][CH:47]=1. The catalyst is O1CCOCC1. The product is [CH3:36][C:33]1([CH3:35])[C:32]([CH3:37])([CH3:38])[O:31][B:30]([C:46]2[C:54]3[C:49](=[CH:50][C:51]([C:55]#[N:56])=[CH:52][CH:53]=3)[NH:48][CH:47]=2)[O:34]1. The yield is 0.580. (4) The reactants are [Br:1][C:2]1[CH:7]=[CH:6][CH:5]=[C:4]([O:8][CH:9]([F:11])[F:10])[CH:3]=1.[CH3:12][C:13]1([CH3:29])[C:17]([CH3:19])([CH3:18])[O:16][B:15]([B:15]2[O:16][C:17]([CH3:19])([CH3:18])[C:13]([CH3:29])([CH3:12])[O:14]2)[O:14]1. The catalyst is O1CCCC1.C(OCC)(=O)C.C(C1C=CN=C(C2C=C(C(C)(C)C)C=CN=2)C=1)(C)(C)C. The product is [Br:1][C:2]1[CH:7]=[C:6]([B:15]2[O:16][C:17]([CH3:19])([CH3:18])[C:13]([CH3:29])([CH3:12])[O:14]2)[CH:5]=[C:4]([O:8][CH:9]([F:10])[F:11])[CH:3]=1. The yield is 0.450.